From a dataset of Full USPTO retrosynthesis dataset with 1.9M reactions from patents (1976-2016). Predict the reactants needed to synthesize the given product. (1) Given the product [CH2:28]([O:27][CH:21]([CH2:20][C:17]1[CH:16]=[CH:15][C:14]([O:13][CH2:64][CH2:63][CH:61]2[C:62]3[CH:49]=[CH:50][CH:51]=[CH:52][C:53]=3[O:54][C:55]3[C:60]2=[CH:59][CH:58]=[CH:57][CH:56]=3)=[CH:19][CH:18]=1)[C:22]([O:24][CH2:25][CH3:26])=[O:23])[CH3:29], predict the reactants needed to synthesize it. The reactants are: N(C(OCC)=O)=NC(OCC)=O.[OH:13][C:14]1[CH:19]=[CH:18][C:17]([CH2:20][CH:21]([O:27][CH2:28][CH3:29])[C:22]([O:24][CH2:25][CH3:26])=[O:23])=[CH:16][CH:15]=1.C1(P(C2C=CC=CC=2)C2C=CC=CC=2)C=CC=CC=1.[CH:49]1[C:62]2[CH:61]([CH2:63][CH2:64]O)[C:60]3[C:55](=[CH:56][CH:57]=[CH:58][CH:59]=3)[O:54][C:53]=2[CH:52]=[CH:51][CH:50]=1. (2) Given the product [CH3:1][O:2][C:3](=[O:25])[C@@H:4]([O:22][CH2:23][CH3:24])[CH2:5][C:7]1[CH:12]=[CH:11][C:10]([O:13][CH2:14][C:15]2[CH:20]=[CH:19][CH:18]=[CH:17][CH:16]=2)=[CH:9][C:8]=1[F:21], predict the reactants needed to synthesize it. The reactants are: [CH3:1][O:2][C:3](=[O:25])[C@@H:4]([O:22][CH2:23][CH3:24])[C@@H:5]([C:7]1[CH:12]=[CH:11][C:10]([O:13][CH2:14][C:15]2[CH:20]=[CH:19][CH:18]=[CH:17][CH:16]=2)=[CH:9][C:8]=1[F:21])O.C([SiH](CC)CC)C. (3) Given the product [F:1][C:2]([F:23])([F:22])[C:3]1[CH:4]=[C:5]([C:13]2[C:14]3[C:15](=[CH:16][CH:17]=[CH:18][CH:19]=3)[NH:20][C:24](=[O:26])[CH:25]=2)[CH:6]=[C:7]([C:9]([F:12])([F:11])[F:10])[CH:8]=1, predict the reactants needed to synthesize it. The reactants are: [F:1][C:2]([F:23])([F:22])[C:3]1[CH:4]=[C:5]([C:13](=O)[C:14]2[CH:19]=[CH:18][CH:17]=[CH:16][C:15]=2[NH2:20])[CH:6]=[C:7]([C:9]([F:12])([F:11])[F:10])[CH:8]=1.[C:24](OC(=O)C)(=[O:26])[CH3:25].CC(C)([O-])C.[K+].O.